From a dataset of Catalyst prediction with 721,799 reactions and 888 catalyst types from USPTO. Predict which catalyst facilitates the given reaction. Product: [CH3:17][C:18]1[C:22]([C:2]2[CH:3]=[C:4]([N+:14]([O-:16])=[O:15])[C:5]([NH:12][CH3:13])=[C:6]([CH:11]=2)[C:7]([O:9][CH3:10])=[O:8])=[C:21]([CH3:32])[O:20][N:19]=1. Reactant: Br[C:2]1[CH:3]=[C:4]([N+:14]([O-:16])=[O:15])[C:5]([NH:12][CH3:13])=[C:6]([CH:11]=1)[C:7]([O:9][CH3:10])=[O:8].[CH3:17][C:18]1[C:22](B2OC(C)(C)C(C)(C)O2)=[C:21]([CH3:32])[O:20][N:19]=1.C(=O)([O-])[O-].[Cs+].[Cs+]. The catalyst class is: 238.